Dataset: Peptide-MHC class II binding affinity with 134,281 pairs from IEDB. Task: Regression. Given a peptide amino acid sequence and an MHC pseudo amino acid sequence, predict their binding affinity value. This is MHC class II binding data. (1) The peptide sequence is GINTIPIAINEAEYV. The MHC is DRB1_1101 with pseudo-sequence DRB1_1101. The binding affinity (normalized) is 0.239. (2) The peptide sequence is YLVGSNMTQRVVIALKK. The MHC is HLA-DQA10201-DQB10402 with pseudo-sequence HLA-DQA10201-DQB10402. The binding affinity (normalized) is 0.541. (3) The peptide sequence is AFKVAETAANAAPAN. The MHC is DRB1_0901 with pseudo-sequence DRB1_0901. The binding affinity (normalized) is 0.590. (4) The peptide sequence is ATFEAMYLGTCKTLT. The MHC is DRB1_0301 with pseudo-sequence DRB1_0301. The binding affinity (normalized) is 0. (5) The peptide sequence is LVGPTPANIIGRNLLTQIGC. The MHC is HLA-DQA10501-DQB10201 with pseudo-sequence HLA-DQA10501-DQB10201. The binding affinity (normalized) is 0.0697. (6) The peptide sequence is FLAVAVVLGLATSPT. The MHC is HLA-DPA10201-DPB10101 with pseudo-sequence HLA-DPA10201-DPB10101. The binding affinity (normalized) is 0.0975.